From a dataset of Full USPTO retrosynthesis dataset with 1.9M reactions from patents (1976-2016). Predict the reactants needed to synthesize the given product. (1) Given the product [NH2:25][C:20]1[CH:21]=[CH:22][CH:23]=[C:24]2[C:19]=1[NH:18][CH:17]=[C:16]2[CH2:15][C@H:14]([N:10]1[CH2:9][C@@H:8]([C:4]2[CH:5]=[CH:6][CH:7]=[C:2]([Cl:1])[CH:3]=2)[O:12][C:11]1=[O:13])[CH3:33], predict the reactants needed to synthesize it. The reactants are: [Cl:1][C:2]1[CH:3]=[C:4]([C@H:8]2[O:12][C:11](=[O:13])[N:10]([C@H:14]([CH3:33])[CH2:15][C:16]3[C:24]4[C:19](=[C:20]([NH:25]C(=O)OC(C)(C)C)[CH:21]=[CH:22][CH:23]=4)[NH:18][CH:17]=3)[CH2:9]2)[CH:5]=[CH:6][CH:7]=1.Cl. (2) Given the product [F:1][C:2]1[CH:3]=[C:4]([C:9]2[N:10]([CH2:21][CH2:22][O:23][CH3:24])[C:11](=[O:20])[C:12]([C:15]([OH:17])=[O:16])=[CH:13][N:14]=2)[CH:5]=[C:6]([F:8])[CH:7]=1, predict the reactants needed to synthesize it. The reactants are: [F:1][C:2]1[CH:3]=[C:4]([C:9]2[N:10]([CH2:21][CH2:22][O:23][CH3:24])[C:11](=[O:20])[C:12]([C:15]([O:17]CC)=[O:16])=[CH:13][N:14]=2)[CH:5]=[C:6]([F:8])[CH:7]=1.[I-].[Li+]. (3) Given the product [NH2:1][CH2:2][C:3]([NH:5][CH2:6][C:7]([NH:9][CH2:10][C:11]([OH:13])=[O:12])=[O:8])=[O:4], predict the reactants needed to synthesize it. The reactants are: [NH:1](C(OC(C)(C)C)=O)[CH2:2][C:3]([NH:5][CH2:6][C:7]([NH:9][CH2:10][C:11]([OH:13])=[O:12])=[O:8])=[O:4]. (4) Given the product [NH2:1][C:2]([C:4]1[CH:5]=[C:6]([C:28]2[S:27][CH:31]=[CH:30][CH:29]=2)[CH:7]=[C:8]2[C:12]=1[NH:11][N:10]=[C:9]2[CH:13]1[CH2:18][CH2:17][N:16]([C:19]([O:21][C:22]([CH3:25])([CH3:24])[CH3:23])=[O:20])[CH2:15][CH2:14]1)=[O:3], predict the reactants needed to synthesize it. The reactants are: [NH2:1][C:2]([C:4]1[CH:5]=[C:6](Br)[CH:7]=[C:8]2[C:12]=1[NH:11][N:10]=[C:9]2[CH:13]1[CH2:18][CH2:17][N:16]([C:19]([O:21][C:22]([CH3:25])([CH3:24])[CH3:23])=[O:20])[CH2:15][CH2:14]1)=[O:3].[S:27]1[CH:31]=[CH:30][CH:29]=[C:28]1B(O)O.C(=O)([O-])[O-].[K+].[K+]. (5) Given the product [C:1]([NH:7][C@@H:8]1[C@H:12]2[O:13][CH2:14][C@H:15]([NH:16][C:17](=[O:31])[C:18]3[CH:23]=[CH:22][CH:21]=[C:20]([O:24][C:25]4[CH:26]=[CH:27][CH:28]=[CH:29][CH:30]=4)[CH:19]=3)[C@H:11]2[O:10][CH2:9]1)(=[O:5])[CH2:2][CH2:3][CH3:4], predict the reactants needed to synthesize it. The reactants are: [C:1](O)(=[O:5])[CH2:2][CH2:3][CH3:4].[NH2:7][C@@H:8]1[C@H:12]2[O:13][CH2:14][C@H:15]([NH:16][C:17](=[O:31])[C:18]3[CH:23]=[CH:22][CH:21]=[C:20]([O:24][C:25]4[CH:30]=[CH:29][CH:28]=[CH:27][CH:26]=4)[CH:19]=3)[C@H:11]2[O:10][CH2:9]1. (6) Given the product [CH3:1][O:2][C:3]1[C:4]([O:23][CH3:24])=[CH:5][C:6]2[CH2:7][CH:8]3[CH2:22][N:21]([CH2:26][S:27][CH3:28])[CH2:20][CH2:19][N:9]3[CH:10]([C:13]3[CH:18]=[CH:17][CH:16]=[CH:15][CH:14]=3)[C:11]=2[CH:12]=1, predict the reactants needed to synthesize it. The reactants are: [CH3:1][O:2][C:3]1[C:4]([O:23][CH3:24])=[CH:5][C:6]2[CH2:7][CH:8]3[CH2:22][NH:21][CH2:20][CH2:19][N:9]3[CH:10]([C:13]3[CH:18]=[CH:17][CH:16]=[CH:15][CH:14]=3)[C:11]=2[CH:12]=1.Cl[CH2:26][S:27][CH3:28].C(N(CC)CC)C. (7) Given the product [NH2:16][C:2]([CH3:15])([CH3:1])[CH2:3][CH2:4][N:5]1[C:9]2[CH:10]=[CH:11][CH:12]=[CH:13][C:8]=2[O:7][C:6]1=[O:14], predict the reactants needed to synthesize it. The reactants are: [CH3:1][C:2]([NH:16]C(=O)OC(C)(C)C)([CH3:15])[CH2:3][CH2:4][N:5]1[C:9]2[CH:10]=[CH:11][CH:12]=[CH:13][C:8]=2[O:7][C:6]1=[O:14].O1C2C=CC=CC=2NC1=O.[H-].[Na+].NCCC(NC(=O)OC(C)(C)C)(C)C.C(=O)([O-])O.[Na+]. (8) Given the product [Cl:1][C:2]1[C:3](=[O:15])[N:4]([CH:9]2[CH2:14][CH2:13][CH2:12][CH2:11][O:10]2)[N:5]=[CH:6][C:7]=1[N:23]([CH3:22])[C:24]1[CH:29]=[CH:28][CH:27]=[CH:26][CH:25]=1, predict the reactants needed to synthesize it. The reactants are: [Cl:1][C:2]1[C:3](=[O:15])[N:4]([CH:9]2[CH2:14][CH2:13][CH2:12][CH2:11][O:10]2)[N:5]=[CH:6][C:7]=1Cl.CC(C)([O-])C.[Na+].[CH3:22][NH:23][C:24]1[CH:29]=[CH:28][CH:27]=[CH:26][CH:25]=1. (9) The reactants are: [NH:1]1[C:5]2=[N:6][CH:7]=[CH:8][CH:9]=[C:4]2[C:3]([CH:10]=[O:11])=[CH:2]1.[H-].[Na+].Cl[CH2:15][O:16][CH2:17][CH2:18][Si:19]([CH3:22])([CH3:21])[CH3:20]. Given the product [CH3:20][Si:19]([CH3:22])([CH3:21])[CH2:18][CH2:17][O:16][CH2:15][N:1]1[C:5]2=[N:6][CH:7]=[CH:8][CH:9]=[C:4]2[C:3]([CH:10]=[O:11])=[CH:2]1, predict the reactants needed to synthesize it. (10) Given the product [Cl:1][C:2]1[C:7]([F:8])=[C:6]([Cl:9])[CH:5]=[CH:4][C:3]=1[C:10]([N:12]1[CH2:17][CH2:16][N:15]2[C:37]([C:34]3[S:35][CH:36]=[C:32]([CH3:31])[N:33]=3)=[N:39][N:40]=[C:14]2[CH2:13]1)=[O:11], predict the reactants needed to synthesize it. The reactants are: [Cl:1][C:2]1[C:7]([F:8])=[C:6]([Cl:9])[CH:5]=[CH:4][C:3]=1[C:10]([N:12]1[CH2:17][CH2:16][NH:15][C:14](=O)[CH2:13]1)=[O:11].F[B-](F)(F)F.C([O+](CC)CC)C.[CH3:31][C:32]1[N:33]=[C:34]([C:37]([NH:39][NH2:40])=O)[S:35][CH:36]=1.